From a dataset of Catalyst prediction with 721,799 reactions and 888 catalyst types from USPTO. Predict which catalyst facilitates the given reaction. (1) Reactant: Br[C:2]1[CH:3]=[C:4]2[C:10]([CH:11]=[O:12])=[N:9][N:8]([C:13]([C:26]3[CH:31]=[CH:30][CH:29]=CC=3)(C3C=CC=CC=3)C3C=CC=CC=3)[C:5]2=[N:6][CH:7]=1.B1(B2OC(C)(C)C(C)(C)O2)O[C:35](C)(C)[C:34]([CH3:40])([CH3:39])O1.CC([O-])=[O:52].[K+].Br[C:56]1[CH:57]=[C:58]2C(C(OC)=O)=NN[C:59]2=[N:60][CH:61]=1.P([O-])([O-])([O-])=O.[K+].[K+].[K+].C[N:78]([CH:80]=[O:81])C. Product: [CH:11]([C:10]1[C:4]2[C:5](=[N:6][CH:7]=[C:2]([C:58]3[CH:57]=[C:56]([NH:78][C:80](=[O:81])[C:34]([CH3:40])([CH3:39])[CH3:35])[CH:61]=[N:60][CH:59]=3)[CH:3]=2)[N:8]([CH:13]2[CH2:26][CH2:31][CH2:30][CH2:29][O:52]2)[N:9]=1)=[O:12]. The catalyst class is: 263. (2) Product: [CH2:37]([O:38][C:43](=[O:44])[C:45]([N:10]([CH2:9][CH2:8][C:3]1[CH:4]=[CH:5][CH:6]=[CH:7][C:2]=1[F:1])[CH2:11][C:12]1[CH:17]=[CH:16][C:15]([C:18]2[O:22][N:21]=[C:20]([CH2:23][CH2:24][CH2:25][CH2:26][CH2:27][CH2:28][CH2:29][CH2:30][CH2:31][CH2:32][CH3:33])[N:19]=2)=[CH:14][CH:13]=1)=[O:46])[CH3:36]. The catalyst class is: 2. Reactant: [F:1][C:2]1[CH:7]=[CH:6][CH:5]=[CH:4][C:3]=1[CH2:8][CH2:9][NH:10][CH2:11][C:12]1[CH:17]=[CH:16][C:15]([C:18]2[O:22][N:21]=[C:20]([CH2:23][CH2:24][CH2:25][CH2:26][CH2:27][CH2:28][CH2:29][CH2:30][CH2:31][CH2:32][CH3:33])[N:19]=2)=[CH:14][CH:13]=1.CN1CC[O:38][CH2:37][CH2:36]1.CC[C:43]([C:45](Cl)=[O:46])=[O:44]. (3) Reactant: [Cl:1][C:2]1[C:11]2[C:6](=[CH:7][CH:8]=[C:9]([CH3:12])[CH:10]=2)[N:5]=[C:4]([N:13]2[CH2:19][C:18]3[CH:20]=[CH:21][C:22]([OH:24])=[CH:23][C:17]=3[S:16](=[O:26])(=[O:25])[CH2:15][CH2:14]2)[CH:3]=1.I[C:28]1[CH:33]=[CH:32][CH:31]=[CH:30][CH:29]=1.Cl.CN(C)CC(O)=O.C(=O)([O-])[O-].[K+].[K+]. Product: [Cl:1][C:2]1[C:11]2[C:6](=[CH:7][CH:8]=[C:9]([CH3:12])[CH:10]=2)[N:5]=[C:4]([N:13]2[CH2:19][C:18]3[CH:20]=[CH:21][C:22]([O:24][C:28]4[CH:33]=[CH:32][CH:31]=[CH:30][CH:29]=4)=[CH:23][C:17]=3[S:16](=[O:26])(=[O:25])[CH2:15][CH2:14]2)[CH:3]=1. The catalyst class is: 156. (4) Reactant: [F:1][C:2]1[C:3]([C:18]2[CH:23]=[CH:22][CH:21]=[CH:20][CH:19]=2)=[N:4][N:5]([C:7]2[N:17]=[CH:16][CH:15]=[CH:14][C:8]=2[C:9]([O:11]CC)=[O:10])[CH:6]=1.[OH-].[Na+]. Product: [F:1][C:2]1[C:3]([C:18]2[CH:23]=[CH:22][CH:21]=[CH:20][CH:19]=2)=[N:4][N:5]([C:7]2[N:17]=[CH:16][CH:15]=[CH:14][C:8]=2[C:9]([OH:11])=[O:10])[CH:6]=1. The catalyst class is: 5. (5) Reactant: [CH3:1][N:2]([CH3:7])[S:3](Cl)(=[O:5])=[O:4].ClCCl.[CH2:11]1[CH:15]2[CH2:16][NH:17][CH2:18][CH:14]2[CH2:13][N:12]1[C:19]1[CH:20]=[CH:21][C:22]2[N:23]([C:25]([C:28]([F:31])([F:30])[F:29])=[N:26][N:27]=2)[N:24]=1. Product: [CH3:1][N:2]([CH3:7])[S:3]([N:17]1[CH2:16][CH:15]2[CH2:11][N:12]([C:19]3[CH:20]=[CH:21][C:22]4=[N:27][N:26]=[C:25]([C:28]([F:31])([F:29])[F:30])[N:23]4[N:24]=3)[CH2:13][CH:14]2[CH2:18]1)(=[O:5])=[O:4]. The catalyst class is: 11. (6) Reactant: [CH3:1][O:2][CH2:3][CH2:4][O:5]C.C(O)CO.[Na].ClC1[N:18]=[CH:17][N:16]=[C:15]([NH:19][S:20](=[O:30])(=[O:29])[NH:21][C:22]2[CH:27]=[CH:26][C:25]([CH3:28])=[CH:24][CH:23]=2)[C:14]=1[C:31]1[CH:36]=[CH:35][C:34]([CH3:37])=[CH:33][CH:32]=1. Product: [OH:5][CH2:4][CH2:3][O:2][C:1]1[N:18]=[CH:17][N:16]=[C:15]([NH:19][S:20](=[O:29])(=[O:30])[NH:21][C:22]2[CH:23]=[CH:24][C:25]([CH3:28])=[CH:26][CH:27]=2)[C:14]=1[C:31]1[CH:32]=[CH:33][C:34]([CH3:37])=[CH:35][CH:36]=1. The catalyst class is: 3. (7) Reactant: [C:1]([O:5][C:6](=[O:28])[N:7]([C:19]1[CH:24]=[CH:23][C:22]([NH2:25])=[C:21]([CH2:26][NH2:27])[N:20]=1)[CH2:8][C:9]1[CH:14]=[CH:13][C:12]([O:15][CH3:16])=[CH:11][C:10]=1[O:17][CH3:18])([CH3:4])([CH3:3])[CH3:2].[S:29]1[CH:33]=[C:32]([CH:34]=O)[N:31]=[CH:30]1.C(O)(=O)C.C(O[BH-](OC(=O)C)OC(=O)C)(=O)C.[Na+].C([O-])(O)=O.[Na+]. Product: [C:1]([O:5][C:6](=[O:28])[N:7]([C:19]1[CH:24]=[CH:23][C:22]([NH2:25])=[C:21]([CH2:26][NH:27][CH2:34][C:32]2[N:31]=[CH:30][S:29][CH:33]=2)[N:20]=1)[CH2:8][C:9]1[CH:14]=[CH:13][C:12]([O:15][CH3:16])=[CH:11][C:10]=1[O:17][CH3:18])([CH3:4])([CH3:2])[CH3:3]. The catalyst class is: 26. (8) Reactant: [H-].[Na+].[C:3]([O:11][CH2:12][CH3:13])(=[O:10])[CH2:4][C:5]([O:7][CH2:8][CH3:9])=[O:6].Br[CH2:15][C:16]1[C:21]([N+:22]([O-:24])=[O:23])=[CH:20][CH:19]=[CH:18][C:17]=1[F:25]. Product: [F:25][C:17]1[CH:18]=[CH:19][CH:20]=[C:21]([N+:22]([O-:24])=[O:23])[C:16]=1[CH2:15][CH:4]([C:5]([O:7][CH2:8][CH3:9])=[O:6])[C:3]([O:11][CH2:12][CH3:13])=[O:10]. The catalyst class is: 198. (9) Reactant: C(OC(=O)[NH:10][CH2:11][CH:12]1[O:16][C:15]2[CH:17]=[CH:18][C:19]([CH2:21][CH:22]([N:24]([CH2:31][CH3:32])[C:25](=[O:30])[C:26]([F:29])([F:28])[F:27])[CH3:23])=[CH:20][C:14]=2[O:13]1)C1C=CC=CC=1. Product: [NH2:10][CH2:11][CH:12]1[O:16][C:15]2[CH:17]=[CH:18][C:19]([CH2:21][CH:22]([N:24]([CH2:31][CH3:32])[C:25](=[O:30])[C:26]([F:28])([F:27])[F:29])[CH3:23])=[CH:20][C:14]=2[O:13]1. The catalyst class is: 43.